This data is from Reaction yield outcomes from USPTO patents with 853,638 reactions. The task is: Predict the reaction yield, written as a fraction of the theoretical maximum amount of product (1.0 means a 100% yield; for example, 0.34 means a 34% yield). The reactants are [C:1]([O:5][C:6]([N:8]([C:10]1[CH:15]=[CH:14][C:13]([CH:16]=[CH2:17])=[CH:12][N:11]=1)[CH3:9])=[O:7])([CH3:4])([CH3:3])[CH3:2].B.[O:19]1CCCC1.CC([O-])=O.[Na+].OO. The catalyst is C1COCC1. The product is [C:1]([O:5][C:6]([N:8]([C:10]1[CH:15]=[CH:14][C:13]([CH:16]([OH:19])[CH3:17])=[CH:12][N:11]=1)[CH3:9])=[O:7])([CH3:4])([CH3:3])[CH3:2]. The yield is 0.210.